Dataset: hERG Central: cardiac toxicity at 1µM, 10µM, and general inhibition. Task: Predict hERG channel inhibition at various concentrations. (1) Results: hERG_inhib (hERG inhibition (general)): blocker. The compound is CNC(=O)/C(=C\C=C\c1ccccc1)NC(=O)c1ccc([N+](=O)[O-])cc1. (2) The drug is Cc1ccc(S(=O)(=O)N(C)C)cc1NC(=S)NNC(=O)C1CC1. Results: hERG_inhib (hERG inhibition (general)): blocker. (3) The compound is COc1cccc(NC(=S)N(CCCN2CCC(C)CC2)Cc2cccs2)c1. Results: hERG_inhib (hERG inhibition (general)): blocker. (4) The drug is Cc1ccc(-n2cc(CNCCN3CCOC3=O)c(-c3cccc(C)c3)n2)cc1. Results: hERG_inhib (hERG inhibition (general)): blocker.